From a dataset of Catalyst prediction with 721,799 reactions and 888 catalyst types from USPTO. Predict which catalyst facilitates the given reaction. (1) Reactant: [C:1]([O:5][C:6](=[O:16])[NH:7][CH2:8][CH2:9][CH2:10][CH2:11][C@H:12]([NH2:15])[CH2:13][OH:14])([CH3:4])([CH3:3])[CH3:2].[CH:17](=O)[CH:18]([CH3:20])[CH3:19].C(O[BH-](OC(=O)C)OC(=O)C)(=O)C.[Na+]. Product: [C:1]([O:5][C:6](=[O:16])[NH:7][CH2:8][CH2:9][CH2:10][CH2:11][C@H:12]([NH:15][CH2:17][CH:18]([CH3:20])[CH3:19])[CH2:13][OH:14])([CH3:4])([CH3:2])[CH3:3]. The catalyst class is: 2. (2) Reactant: [NH:1]1[CH2:5][CH2:4][C@H:3]([CH2:6][OH:7])[CH2:2]1.F[C:9]1[CH:14]=[CH:13][CH:12]=[CH:11][N:10]=1.C(N(CC)CC)C. Product: [N:10]1[CH:11]=[CH:12][CH:13]=[CH:14][C:9]=1[N:1]1[CH2:5][CH2:4][C@H:3]([CH2:6][OH:7])[CH2:2]1. The catalyst class is: 5.